Dataset: Catalyst prediction with 721,799 reactions and 888 catalyst types from USPTO. Task: Predict which catalyst facilitates the given reaction. (1) The catalyst class is: 16. Product: [CH2:1]([O:8][C:9]1[CH:10]=[C:11]([CH:23]=[CH:24][C:25]=1[N:26]1[CH2:30][C:29](=[O:31])[NH:28][S:27]1(=[O:32])=[O:33])[CH2:12][C:13]1[CH:18]=[CH:17][CH:16]=[CH:15][C:14]=1[CH2:19][C:20]([NH:42][CH2:43][CH3:44])=[O:22])[C:2]1[CH:7]=[CH:6][CH:5]=[CH:4][CH:3]=1. Reactant: [CH2:1]([O:8][C:9]1[CH:10]=[C:11]([CH:23]=[CH:24][C:25]=1[N:26]1[CH2:30][C:29](=[O:31])[NH:28][S:27]1(=[O:33])=[O:32])[CH2:12][C:13]1[CH:18]=[CH:17][CH:16]=[CH:15][C:14]=1[CH2:19][C:20]([OH:22])=O)[C:2]1[CH:7]=[CH:6][CH:5]=[CH:4][CH:3]=1.CN(C(O[N:42]1N=N[C:44]2C=CC=N[C:43]1=2)=[N+](C)C)C.F[P-](F)(F)(F)(F)F.C(N(C(C)C)CC)(C)C.C(N)C.Cl. (2) Reactant: C(O[C:4]([CH:6]1[C:12](=O)[CH2:11][CH2:10][N:9]([C:14]([O:16][CH2:17][C:18]2[CH:23]=[CH:22][CH:21]=[CH:20][CH:19]=2)=[O:15])[CH2:8][CH2:7]1)=[O:5])C.[NH2:24][C:25]1[CH:29]=[CH:28][NH:27][N:26]=1. Product: [CH2:17]([O:16][C:14]([N:9]1[CH2:8][CH2:7][C:6]2=[C:4]([OH:5])[N:26]3[C:25]([N:24]=[C:12]2[CH2:11][CH2:10]1)=[CH:29][CH:28]=[N:27]3)=[O:15])[C:18]1[CH:19]=[CH:20][CH:21]=[CH:22][CH:23]=1. The catalyst class is: 15. (3) Reactant: [F:1][C:2]1[CH:10]=[CH:9][CH:8]=[C:4]([C:5]([OH:7])=O)[C:3]=1[C:11]([OH:13])=[O:12]. Product: [F:1][C:2]1[CH:10]=[CH:9][CH:8]=[C:4]2[C:3]=1[C:11](=[O:12])[O:13][C:5]2=[O:7]. The catalyst class is: 152. (4) Reactant: [OH:1][C:2]1[CH:15]=[CH:14][C:5]2[C@H:6]([CH2:9][C:10]([O:12]C)=[O:11])[CH2:7][O:8][C:4]=2[CH:3]=1.Cl[CH2:17][C:18]1[CH:19]=[C:20]([C:24]2[C:29]([CH3:30])=[CH:28][C:27]([O:31][CH2:32][CH2:33][CH2:34][S:35]([CH3:38])(=[O:37])=[O:36])=[CH:26][C:25]=2[CH3:39])[CH:21]=[CH:22][CH:23]=1.P([O-])([O-])([O-])=O.[K+].[K+].[K+].C(OCC)(=O)C. Product: [CH3:39][C:25]1[CH:26]=[C:27]([O:31][CH2:32][CH2:33][CH2:34][S:35]([CH3:38])(=[O:36])=[O:37])[CH:28]=[C:29]([CH3:30])[C:24]=1[C:20]1[CH:21]=[CH:22][CH:23]=[C:18]([CH2:17][O:1][C:2]2[CH:15]=[CH:14][C:5]3[C@H:6]([CH2:9][C:10]([OH:12])=[O:11])[CH2:7][O:8][C:4]=3[CH:3]=2)[CH:19]=1. The catalyst class is: 35. (5) Reactant: [N-:1]=[N+:2]=[N-:3].[Na+].CS(O[C@H:10]1[C@@H:14]([C:15]2[CH:20]=[CH:19][C:18]([F:21])=[CH:17][CH:16]=2)[CH2:13][O:12][CH2:11]1)(=O)=O. Product: [N:1]([C@H:10]1[C@@H:14]([C:15]2[CH:20]=[CH:19][C:18]([F:21])=[CH:17][CH:16]=2)[CH2:13][O:12][CH2:11]1)=[N+:2]=[N-:3]. The catalyst class is: 58.